From a dataset of Full USPTO retrosynthesis dataset with 1.9M reactions from patents (1976-2016). Predict the reactants needed to synthesize the given product. (1) Given the product [Cl:22][C:23]1[CH:45]=[CH:44][C:26]([CH2:27][NH:28][C:29]([C:31]2[C:32](=[O:43])[C:33]3[CH:40]=[C:39]([CH2:41][N:4]([CH2:3][CH:2]([C:6]4[S:10][C:9]([C:11]#[N:12])=[CH:8][CH:7]=4)[OH:1])[CH3:5])[S:38][C:34]=3[N:35]([CH3:37])[CH:36]=2)=[O:30])=[CH:25][CH:24]=1, predict the reactants needed to synthesize it. The reactants are: [OH:1][CH:2]([C:6]1[S:10][C:9]([C:11]#[N:12])=[CH:8][CH:7]=1)[CH2:3][NH:4][CH3:5].C(N(CC)C(C)C)(C)C.[Cl:22][C:23]1[CH:45]=[CH:44][C:26]([CH2:27][NH:28][C:29]([C:31]2[C:32](=[O:43])[C:33]3[CH:40]=[C:39]([CH2:41]Cl)[S:38][C:34]=3[N:35]([CH3:37])[CH:36]=2)=[O:30])=[CH:25][CH:24]=1.O. (2) Given the product [F:1][C:2]([F:15])([F:16])[C:3]([NH:5][C:6]1[CH:7]=[CH:8][C:9]([C:10]([O:12][CH3:17])=[O:11])=[CH:13][CH:14]=1)=[O:4], predict the reactants needed to synthesize it. The reactants are: [F:1][C:2]([F:16])([F:15])[C:3]([NH:5][C:6]1[CH:14]=[CH:13][C:9]([C:10]([OH:12])=[O:11])=[CH:8][CH:7]=1)=[O:4].[CH3:17][Si](C=[N+]=[N-])(C)C. (3) Given the product [OH:1][C:2]1[C:11]2[C:6](=[CH:7][C:8]([O:12][CH3:13])=[CH:9][CH:10]=2)[N:5]=[CH:4][C:3]=1[C:14]([OH:16])=[O:15], predict the reactants needed to synthesize it. The reactants are: [OH:1][C:2]1[C:11]2[C:6](=[CH:7][C:8]([O:12][CH3:13])=[CH:9][CH:10]=2)[N:5]=[CH:4][C:3]=1[C:14]([O:16]CC)=[O:15].Cl. (4) The reactants are: [Cl:1][C:2]1[CH:7]=[CH:6][C:5]([C:8]2[C:12]3[CH2:13][N:14]([C:17](=[O:19])[CH3:18])[CH2:15][CH2:16][C:11]=3[N:10]([CH2:20][CH2:21][CH2:22]Cl)[N:9]=2)=[CH:4][CH:3]=1.[F:24][C:25]1[CH:30]=[CH:29][CH:28]=[CH:27][C:26]=1[N:31]1[CH2:36][CH2:35][NH:34][CH2:33][CH2:32]1.C([O-])([O-])=O.[K+].[K+].CO.CCOC(C)=O. Given the product [Cl:1][C:2]1[CH:7]=[CH:6][C:5]([C:8]2[C:12]3[CH2:13][N:14]([C:17](=[O:19])[CH3:18])[CH2:15][CH2:16][C:11]=3[N:10]([CH2:20][CH2:21][CH2:22][N:34]3[CH2:33][CH2:32][N:31]([C:26]4[CH:27]=[CH:28][CH:29]=[CH:30][C:25]=4[F:24])[CH2:36][CH2:35]3)[N:9]=2)=[CH:4][CH:3]=1, predict the reactants needed to synthesize it.